The task is: Predict the reactants needed to synthesize the given product.. This data is from Full USPTO retrosynthesis dataset with 1.9M reactions from patents (1976-2016). (1) Given the product [CH3:1][O:2][CH2:3][CH2:4][O:5][C:6]1[C:7]([CH3:19])=[C:8]([CH:13]=[CH:14][C:15]=1[S:21][CH3:20])[C:9]([O:11][CH3:12])=[O:10], predict the reactants needed to synthesize it. The reactants are: [CH3:1][O:2][CH2:3][CH2:4][O:5][C:6]1[C:7]([CH3:19])=[C:8]([CH:13]=[CH:14][C:15]=1[N+]([O-])=O)[C:9]([O:11][CH3:12])=[O:10].[CH3:20][S-:21].[Na+].O.Cl. (2) Given the product [Br:1][C:2]1[CH:3]=[CH:4][C:5]([O:19][CH3:20])=[C:6]([CH:8]2[CH2:9][C:10](=[O:11])[C:12]3[C:13](=[CH:14][CH:15]=[CH:16][CH:17]=3)[O:18]2)[CH:7]=1, predict the reactants needed to synthesize it. The reactants are: [Br:1][C:2]1[CH:3]=[CH:4][C:5]([O:19][CH3:20])=[C:6](/[CH:8]=[CH:9]/[C:10]([C:12]2[CH:17]=[CH:16][CH:15]=[CH:14][C:13]=2[OH:18])=[O:11])[CH:7]=1.C([O-])(=O)C.[Na+].CCCCCC.C(Cl)(Cl)Cl. (3) Given the product [S:1]1[C:5]2[CH:6]=[CH:7][CH:8]=[CH:9][C:4]=2[N:3]=[C:2]1[CH:10]([C:13]1[CH:18]=[CH:17][N:16]=[CH:15][N:14]=1)[C:11]#[N:12], predict the reactants needed to synthesize it. The reactants are: [S:1]1[C:5]2[CH:6]=[CH:7][CH:8]=[CH:9][C:4]=2[N:3]=[C:2]1[CH:10]([C:13]1[CH:18]=[CH:17][N:16]=[C:15](Cl)[N:14]=1)[C:11]#[N:12].C([O-])(=O)C.[Na+].